From a dataset of TCR-epitope binding with 47,182 pairs between 192 epitopes and 23,139 TCRs. Binary Classification. Given a T-cell receptor sequence (or CDR3 region) and an epitope sequence, predict whether binding occurs between them. (1) The epitope is FPPTSFGPL. Result: 0 (the TCR does not bind to the epitope). The TCR CDR3 sequence is CASSPTGRGRTDTQYF. (2) The epitope is LEPLVDLPI. The TCR CDR3 sequence is CASSSGHSYEQYF. Result: 0 (the TCR does not bind to the epitope). (3) The epitope is GILGFVFTL. The TCR CDR3 sequence is CASSYRATDTQYF. Result: 1 (the TCR binds to the epitope). (4) Result: 0 (the TCR does not bind to the epitope). The epitope is LLMPILTLT. The TCR CDR3 sequence is CASSPQGVSYEQYF. (5) The epitope is SLYNTVATL. The TCR CDR3 sequence is CASSPGYANQPQHF. Result: 0 (the TCR does not bind to the epitope). (6) The TCR CDR3 sequence is CASSQARGDTEAFF. Result: 1 (the TCR binds to the epitope). The epitope is AVFDRKSDAK.